From a dataset of Full USPTO retrosynthesis dataset with 1.9M reactions from patents (1976-2016). Predict the reactants needed to synthesize the given product. (1) Given the product [F:1][C:2]1[CH:8]=[CH:7][C:5]([N:6]2[C:27]([C:9]([O:11][CH2:12][CH3:13])=[O:10])=[CH:23][N:24]=[CH:25]2)=[CH:4][CH:3]=1, predict the reactants needed to synthesize it. The reactants are: [F:1][C:2]1[CH:8]=[CH:7][C:5]([NH2:6])=[CH:4][CH:3]=1.[CH:9]([O:11][CH2:12][CH3:13])=[O:10].C1(C)C(S([CH2:23][N+:24]#[C-:25])(=O)=O)=CC=CC=1.[CH2:27](O)C. (2) Given the product [CH3:1][O:2][C:3]1[N:8]=[C:7]([C:9]2[C:17]3[C:16]([NH:18][C@H:19]([C:21]4[N:26]([C:27]5[CH:32]=[CH:31][CH:30]=[CH:29][CH:28]=5)[C:25](=[O:33])[C:24]5=[C:34]([CH3:37])[CH:35]=[CH:36][N:23]5[N:22]=4)[CH3:20])=[N:15][CH:14]=[N:13][C:12]=3[NH:11][CH:10]=2)[CH:6]=[CH:5][CH:4]=1, predict the reactants needed to synthesize it. The reactants are: [CH3:1][O:2][C:3]1[N:8]=[C:7]([C:9]2[C:17]3[C:16]([NH:18][C@H:19]([C:21]4[N:26]([C:27]5[CH:32]=[CH:31][CH:30]=[CH:29][CH:28]=5)[C:25](=[O:33])[C:24]5=[C:34]([CH3:37])[CH:35]=[CH:36][N:23]5[N:22]=4)[CH3:20])=[N:15][CH:14]=[N:13][C:12]=3[N:11](COCC[Si](C)(C)C)[CH:10]=2)[CH:6]=[CH:5][CH:4]=1.FC(F)(F)C(O)=O.N. (3) The reactants are: [CH3:1][C:2]1[C:6]([B:7]2[O:11][C:10]([CH3:13])([CH3:12])[C:9]([CH3:15])([CH3:14])[O:8]2)=[C:5]([CH3:16])[NH:4][N:3]=1.[F:17][C:18]1[CH:19]=[C:20]([CH:23]=[CH:24][CH:25]=1)[CH2:21]Br.C(=O)([O-])[O-].[K+].[K+]. Given the product [F:17][C:18]1[CH:19]=[C:20]([CH:23]=[CH:24][CH:25]=1)[CH2:21][N:3]1[C:2]([CH3:1])=[C:6]([B:7]2[O:11][C:10]([CH3:12])([CH3:13])[C:9]([CH3:15])([CH3:14])[O:8]2)[C:5]([CH3:16])=[N:4]1, predict the reactants needed to synthesize it.